Dataset: Drug-target binding data from BindingDB using IC50 measurements. Task: Regression. Given a target protein amino acid sequence and a drug SMILES string, predict the binding affinity score between them. We predict pIC50 (pIC50 = -log10(IC50 in M); higher means more potent). Dataset: bindingdb_ic50. (1) The drug is C[C@]12CC[C@H]3[C@@H](CCC4=CC(=O)CC[C@@]43C)[C@@H]1CC[C@@H]2C(=O)COS(=O)(=O)c1ccc(Br)cc1. The target protein (Q96PN6) has sequence MNTPKEEFQDWPIVRIAAHLPDLIVYGHFSPERPFMDYFDGVLMFVDISGFTAMTEKFSSAMYMDRGAEQLVEILNYHISAIVEKVLIFGGDILKFAGDALLALWRVERKQLKNIITVVIKCSLEIHGLFETQEWEEGLDIRVKIGLAAGHISMLVFGDETHSHFLVIGQAVDDVRLAQNMAQMNDVILSPNCWQLCDRSMIEIESVPDQRAVKVNFLKPPPNFNFDEFFTKCTTFMHYYPSGEHKNLLRLACTLKPDPELEMSLQKYVMESILKQIDNKQLQGYLSELRPVTIVFVNLMFEDQDKAEEIGPAIQDAYMHITSVLKIFQGQINKVFMFDKGCSFLCVFGFPGEKVPDELTHALECAMDIFDFCSQVHKIQTVSIGVASGIVFCGIVGHTVRHEYTVIGQKVNLAARMMMYYPGIVTCDSVTYNGSNLPAYFFKELPKKVMKGVADSGPLYQYWGRTEKVMFGMACLICNRKEDYPLLGRNKEINYFMYTM.... The pIC50 is 6.0. (2) The compound is CC(O)c1nc2nc(C(=O)O)nc(N[C@H](C)C3CCC3)c2n1Cc1ccc(C(F)(F)F)cc1. The target protein sequence is SQIPASEQETLVRPKPLLLKLLKSVGAQKDTYTMKEVLFYLGQYIMTKRLYDEKQQHIVYCSNDLLGDLFGVPSFSVKEHRKIYTMIYRNLVVVNQQESSDSGTSVSEN. The pIC50 is 6.8.